This data is from Full USPTO retrosynthesis dataset with 1.9M reactions from patents (1976-2016). The task is: Predict the reactants needed to synthesize the given product. (1) Given the product [Br:1][C:2]1[CH:7]=[CH:6][CH:5]=[C:4]([C:8]([C:10]2[N:15]=[C:14]([O:16][CH3:17])[N:13]=[C:12]([O:18][CH3:19])[N:11]=2)=[O:9])[C:3]=1[N:20]([CH3:27])[S:21]([CH:24]([F:26])[F:25])(=[O:22])=[O:23], predict the reactants needed to synthesize it. The reactants are: [Br:1][C:2]1[CH:7]=[CH:6][CH:5]=[C:4]([C:8]([C:10]2[N:15]=[C:14]([O:16][CH3:17])[N:13]=[C:12]([O:18][CH3:19])[N:11]=2)=[O:9])[C:3]=1[NH:20][S:21]([CH:24]([F:26])[F:25])(=[O:23])=[O:22].[C:27](=O)([O-])[O-].[K+].[K+].IC.C(OCC)(=O)C. (2) Given the product [NH2:23][C:24](=[S:10])[C@H:25]([NH:27][C:28](=[O:34])[O:29][C:30]([CH3:33])([CH3:32])[CH3:31])[CH3:26], predict the reactants needed to synthesize it. The reactants are: COC1C=CC(P2(=S)SP(C3C=CC(OC)=CC=3)(=S)[S:10]2)=CC=1.[NH2:23][C:24](=O)[C@H:25]([NH:27][C:28](=[O:34])[O:29][C:30]([CH3:33])([CH3:32])[CH3:31])[CH3:26]. (3) Given the product [CH2:1]([N:5]1[CH:9]=[C:8]([C:10]2[CH:15]=[CH:14][N:13]=[CH:12][CH:11]=2)[C:7]([C:16]2[S:17][C:18]([C:28]#[N:29])=[CH:19][CH:20]=2)=[N:6]1)[CH:2]([CH3:4])[CH3:3], predict the reactants needed to synthesize it. The reactants are: [CH2:1]([N:5]1[CH:9]=[C:8]([C:10]2[CH:15]=[CH:14][N:13]=[CH:12][CH:11]=2)[C:7]([C:16]2[S:17][C:18](Br)=[CH:19][CH:20]=2)=[N:6]1)[CH:2]([CH3:4])[CH3:3].O.CO.C(O)=O.[CH3:28][N:29](C)C=O. (4) Given the product [NH:1]1[CH2:6][CH2:5][CH:4]([C:7]2[C:15]3[C:10](=[CH:11][CH:12]=[CH:13][CH:14]=3)[NH:9][CH:8]=2)[CH2:3][CH2:2]1, predict the reactants needed to synthesize it. The reactants are: [NH:1]1[CH2:6][CH:5]=[C:4]([C:7]2[C:15]3[C:10](=[CH:11][CH:12]=[CH:13][CH:14]=3)[NH:9][CH:8]=2)[CH2:3][CH2:2]1.